Predict the reactants needed to synthesize the given product. From a dataset of Full USPTO retrosynthesis dataset with 1.9M reactions from patents (1976-2016). (1) Given the product [CH3:1][O:2][C:3](=[O:40])[C:4]1[CH:9]=[C:8]([O:10][C:11]2[CH:12]=[CH:13][C:14]([C:17]3[CH:18]=[CH:19][C:20]([CH2:23][C:24]4[N:25]([CH2:37][CH3:38])[CH:26]=[C:27]([C:29]5[CH:34]=[CH:33][C:32]([Cl:35])=[CH:31][C:30]=5[Cl:36])[N:28]=4)=[CH:21][CH:22]=3)=[CH:15][CH:16]=2)[CH:7]=[CH:6][C:5]=1[NH:39][C:41](=[O:47])[CH2:42][CH2:43][CH2:44][CH2:45][CH3:46], predict the reactants needed to synthesize it. The reactants are: [CH3:1][O:2][C:3](=[O:40])[C:4]1[CH:9]=[C:8]([O:10][C:11]2[CH:16]=[CH:15][C:14]([C:17]3[CH:22]=[CH:21][C:20]([CH2:23][C:24]4[N:25]([CH2:37][CH3:38])[CH:26]=[C:27]([C:29]5[CH:34]=[CH:33][C:32]([Cl:35])=[CH:31][C:30]=5[Cl:36])[N:28]=4)=[CH:19][CH:18]=3)=[CH:13][CH:12]=2)[CH:7]=[CH:6][C:5]=1[NH2:39].[C:41](Cl)(=[O:47])[CH2:42][CH2:43][CH2:44][CH2:45][CH3:46].CCN(C(C)C)C(C)C. (2) Given the product [Cl:1][C:2]1[CH:3]=[CH:4][C:5]([C:37]#[N:38])=[C:6]([C:8]2[C:13]([O:14][CH3:15])=[CH:12][N:11]([CH:16]([CH2:33][CH2:34][F:35])[C:17]([NH:19][C:20]3[CH:32]=[CH:31][C:23]([C:24]([OH:26])=[O:25])=[CH:22][CH:21]=3)=[O:18])[C:10](=[O:36])[CH:9]=2)[CH:7]=1, predict the reactants needed to synthesize it. The reactants are: [Cl:1][C:2]1[CH:3]=[CH:4][C:5]([C:37]#[N:38])=[C:6]([C:8]2[C:13]([O:14][CH3:15])=[CH:12][N:11]([CH:16]([CH2:33][CH2:34][F:35])[C:17]([NH:19][C:20]3[CH:32]=[CH:31][C:23]([C:24]([O:26]C(C)(C)C)=[O:25])=[CH:22][CH:21]=3)=[O:18])[C:10](=[O:36])[CH:9]=2)[CH:7]=1.C(O)(C(F)(F)F)=O. (3) The reactants are: [CH2:1]([O:3][C:4]([C:6]1[S:7][C:8](Cl)=[N:9][N:10]=1)=[O:5])[CH3:2].C([O-])([O-])=O.[K+].[K+].[C:18]1([SH:24])[CH:23]=[CH:22][CH:21]=[CH:20][CH:19]=1. Given the product [CH2:1]([O:3][C:4]([C:6]1[S:7][C:8]([S:24][C:18]2[CH:23]=[CH:22][CH:21]=[CH:20][CH:19]=2)=[N:9][N:10]=1)=[O:5])[CH3:2], predict the reactants needed to synthesize it.